This data is from Forward reaction prediction with 1.9M reactions from USPTO patents (1976-2016). The task is: Predict the product of the given reaction. (1) Given the reactants [CH3:1][C:2]1[C:7]([CH2:8][NH2:9])=[CH:6][CH:5]=[C:4]([CH3:10])[N:3]=1.[C:11]([CH2:13][C:14](O)=[O:15])#[N:12].Cl.C(N=C=NCCCN(C)C)C, predict the reaction product. The product is: [C:11]([CH2:13][C:14]([NH:9][CH2:8][C:7]1[C:2]([CH3:1])=[N:3][C:4]([CH3:10])=[CH:5][CH:6]=1)=[O:15])#[N:12]. (2) Given the reactants C12BC(CCC1)CCC2.[CH2:10]([N:17]1[CH2:22][CH2:21][N:20]([CH2:23][C:24]2[CH:29]=[CH:28][CH:27]=[CH:26][CH:25]=2)[CH2:19][C@@H:18]1[CH:30]=[CH2:31])[C:11]1[CH:16]=[CH:15][CH:14]=[CH:13][CH:12]=1.C1(P(C2C=CC=CC=2)C2C=CC=CC=2)C=CC=CC=1.I[C:52]1[CH:56]=[CH:55][S:54][CH:53]=1.[OH-].[Na+].Cl, predict the reaction product. The product is: [CH2:10]([N:17]1[CH2:22][CH2:21][N:20]([CH2:23][C:24]2[CH:29]=[CH:28][CH:27]=[CH:26][CH:25]=2)[CH2:19][C@@H:18]1[CH2:30][CH2:31][C:52]1[CH:56]=[CH:55][S:54][CH:53]=1)[C:11]1[CH:12]=[CH:13][CH:14]=[CH:15][CH:16]=1. (3) The product is: [C:1]([O:5][C:6](=[O:48])[CH2:7][N:8]1[C:17](=[O:18])[C:16]2[C:11](=[CH:12][C:13]([C:19]([C:21]3[N:29]4[C:24]([CH:25]=[CH:26][CH:27]=[CH:28]4)=[C:23]([C:30]4[CH:45]=[CH:44][C:33]([C:34]([OH:36])=[O:35])=[CH:32][CH:31]=4)[C:22]=3[CH3:46])=[O:20])=[CH:14][CH:15]=2)[NH:10][C:9]1=[O:47])([CH3:4])([CH3:2])[CH3:3]. Given the reactants [C:1]([O:5][C:6](=[O:48])[CH2:7][N:8]1[C:17](=[O:18])[C:16]2[C:11](=[CH:12][C:13]([C:19]([C:21]3[N:29]4[C:24]([CH:25]=[CH:26][CH:27]=[CH:28]4)=[C:23]([C:30]4[CH:45]=[CH:44][C:33]([C:34]([O:36]CC5C=CC=CC=5)=[O:35])=[CH:32][CH:31]=4)[C:22]=3[CH3:46])=[O:20])=[CH:14][CH:15]=2)[NH:10][C:9]1=[O:47])([CH3:4])([CH3:3])[CH3:2].C([O-])=O.[NH4+], predict the reaction product. (4) Given the reactants [Na].[C:2]([O:10][CH2:11][CH3:12])(=[O:9])[CH2:3][C:4]([O:6]CC)=O.[CH3:13][S:14][CH:15]([CH3:22])[CH2:16]/[CH:17]=[CH:18]/[C:19](=[O:21])[CH3:20], predict the reaction product. The product is: [CH3:13][S:14][CH:15]([CH3:22])[CH2:16][CH:17]1[CH2:18][C:19](=[O:21])[CH2:20][C:4](=[O:6])[CH:3]1[C:2]([O:10][CH2:11][CH3:12])=[O:9]. (5) Given the reactants [F:1][C:2]1([CH2:9][C:10]([C:12]2[CH:17]=[CH:16][CH:15]=[CH:14][CH:13]=2)=[O:11])[CH:7]=[CH:6][N:5]=[C:4]([F:8])[CH2:3]1.[Br:18]Br, predict the reaction product. The product is: [F:1][C:2]1([CH:9]([Br:18])[C:10]([C:12]2[CH:17]=[CH:16][CH:15]=[CH:14][CH:13]=2)=[O:11])[CH:7]=[CH:6][N:5]=[C:4]([F:8])[CH2:3]1. (6) Given the reactants N12CCC(CC1)[C@H]([NH:9][CH2:10][CH2:11][N:12]1[C:20]3[C:15](=[CH:16][CH:17]=[CH:18][C:19]=3[C:21]([O-])=O)[CH:14]=[CH:13]1)C2.[Li+].[CH:25]([N:28](CC)[CH:29]([CH3:31])C)(C)[CH3:26].CCCP1(OP(CCC)(=O)OP([CH2:49][CH2:50][CH3:51])(=O)O1)=O.CN(C)C=[O:55], predict the reaction product. The product is: [N:28]12[CH2:49][CH2:50][CH:51]([CH2:31][CH2:29]1)[CH:26]([C@@H:10]1[NH:9][CH2:21][C:19]3=[C:20]4[C:15](=[CH:16][CH:17]=[CH:18]3)[CH:14]=[CH:13][N:12]4[C:11]1=[O:55])[CH2:25]2.